From a dataset of Reaction yield outcomes from USPTO patents with 853,638 reactions. Predict the reaction yield, written as a fraction of the theoretical maximum amount of product (1.0 means a 100% yield; for example, 0.34 means a 34% yield). (1) The product is [CH3:25][C:17]1[CH:16]=[N:12][C:10]2[N:9]([N:8]=[C:7]([C:1]3[CH:2]=[CH:3][CH:4]=[CH:5][CH:6]=3)[CH:11]=2)[CH:18]=1. The catalyst is CC(O)=O. The yield is 0.450. The reactants are [C:1]1([C:7]2[CH:11]=[C:10]([NH2:12])[NH:9][N:8]=2)[CH:6]=[CH:5][CH:4]=[CH:3][CH:2]=1.C(O[CH:16](OCC)[CH:17]([CH3:25])[CH:18](OCC)OCC)C. (2) The catalyst is ClCCl.C([O-])(=O)C.[Cu+2].C([O-])(=O)C. The reactants are [CH:1]1([N:6]2[CH2:11][CH2:10][N:9]([C:12]([C:14]3[CH:15]=[C:16]4[C:20](=[CH:21][CH:22]=3)[NH:19][C:18]([C:23]([N:25]3[CH2:30][CH2:29][C:28]([F:32])([F:31])[CH2:27][CH2:26]3)=[O:24])=[CH:17]4)=[O:13])[CH2:8][CH2:7]2)[CH2:5][CH2:4][CH2:3][CH2:2]1.[CH3:33][C:34]1[CH:35]=[C:36](B(O)O)[CH:37]=[CH:38][CH:39]=1.N1C=CC=CC=1. The product is [CH:1]1([N:6]2[CH2:7][CH2:8][N:9]([C:12]([C:14]3[CH:15]=[C:16]4[C:20](=[CH:21][CH:22]=3)[N:19]([C:38]3[CH:39]=[C:34]([CH3:33])[CH:35]=[CH:36][CH:37]=3)[C:18]([C:23]([N:25]3[CH2:26][CH2:27][C:28]([F:31])([F:32])[CH2:29][CH2:30]3)=[O:24])=[CH:17]4)=[O:13])[CH2:10][CH2:11]2)[CH2:5][CH2:4][CH2:3][CH2:2]1. The yield is 0.810. (3) The reactants are [CH3:1][C:2]1[CH:3]=[C:4]([CH:7]=[CH:8][CH:9]=1)[CH2:5][NH2:6]. The catalyst is [Pd].CC#N. The product is [CH3:1][C:2]1[CH:3]=[C:4]([CH:7]=[CH:8][CH:9]=1)[CH2:5][NH:6][CH2:1][C:2]1[CH:9]=[CH:8][CH:7]=[C:4]([CH3:5])[CH:3]=1. The yield is 0.900. (4) The reactants are [CH3:1][CH:2]1[CH2:8][C:7]2[CH:9]=[C:10]3[O:15][CH2:14][O:13][C:11]3=[CH:12][C:6]=2[C:5]([C:16]2[CH:21]=[CH:20][C:19]([N+:22]([O-:24])=[O:23])=[CH:18][CH:17]=2)=[N:4][N:3]1[C:25](=[S:27])[NH2:26].Br[CH2:29][C:30](=O)[C:31]([O:33][CH2:34][CH3:35])=[O:32]. The catalyst is CN(C)C=O. The product is [CH2:34]([O:33][C:31]([C:30]1[N:26]=[C:25]([N:3]2[CH:2]([CH3:1])[CH2:8][C:7]3[CH:9]=[C:10]4[O:15][CH2:14][O:13][C:11]4=[CH:12][C:6]=3[C:5]([C:16]3[CH:17]=[CH:18][C:19]([N+:22]([O-:24])=[O:23])=[CH:20][CH:21]=3)=[N:4]2)[S:27][CH:29]=1)=[O:32])[CH3:35]. The yield is 0.850. (5) The reactants are [OH:1][C:2]1[CH:6]=[C:5]([C:7]([F:10])([F:9])[F:8])[S:4][C:3]=1[CH2:11][N:12]1[C:20]2[C:15](=[CH:16][CH:17]=[CH:18][CH:19]=2)[C:14]2([C:24]3=[CH:25][C:26]4[O:30][CH2:29][O:28][C:27]=4[CH:31]=[C:23]3[O:22][CH2:21]2)[C:13]1=[O:32].[OH-].[Na+].I[CH3:36]. The catalyst is CN(C)C=O. The product is [CH3:36][O:1][C:2]1[CH:6]=[C:5]([C:7]([F:8])([F:9])[F:10])[S:4][C:3]=1[CH2:11][N:12]1[C:20]2[C:15](=[CH:16][CH:17]=[CH:18][CH:19]=2)[C:14]2([C:24]3=[CH:25][C:26]4[O:30][CH2:29][O:28][C:27]=4[CH:31]=[C:23]3[O:22][CH2:21]2)[C:13]1=[O:32]. The yield is 0.810. (6) No catalyst specified. The reactants are [NH:1]1[C:9]2[C:4](=[CH:5][CH:6]=[CH:7][CH:8]=2)[C:3]([C:10]2[CH:20]=[CH:19][C:13]([C:14]([O:16][CH2:17]C)=[O:15])=[CH:12][CH:11]=2)=[N:2]1.CO[Na].[F:24][C:25]1[CH:32]=[CH:31][C:28]([CH2:29]Cl)=[CH:27][CH:26]=1. The product is [F:24][C:25]1[CH:32]=[CH:31][C:28]([CH2:29][N:2]2[C:3]([C:10]3[CH:20]=[CH:19][C:13]([C:14]([O:16][CH3:17])=[O:15])=[CH:12][CH:11]=3)=[C:4]3[C:9]([CH:8]=[CH:7][CH:6]=[CH:5]3)=[N:1]2)=[CH:27][CH:26]=1. The yield is 0.101. (7) The reactants are C([O:3][C:4]([C:6]1[CH:7]=[N:8][C:9]2[C:14]([C:15]=1[OH:16])=[CH:13][CH:12]=[CH:11][CH:10]=2)=[O:5])C. The catalyst is [OH-].[Na+]. The product is [O:16]=[C:15]1[C:14]2[C:9](=[CH:10][CH:11]=[CH:12][CH:13]=2)[NH:8][CH:7]=[C:6]1[C:4]([OH:5])=[O:3]. The yield is 0.920.